From a dataset of Forward reaction prediction with 1.9M reactions from USPTO patents (1976-2016). Predict the product of the given reaction. The product is: [OH:1][C:2]([C:29]1[S:30][CH:31]=[CH:32][CH:33]=1)([C:34]1[S:35][CH:36]=[CH:37][CH:38]=1)[C:3]([O:5][C@H:6]1[CH2:11][CH2:10][C@H:9]([N:12]([CH2:14][CH2:15][CH2:16][N:17]2[C:21]3[CH:22]=[CH:23][C:24]([CH2:26][NH:43][CH2:44][C@H:45]([O:46][Si:47]([C:50]([CH3:53])([CH3:52])[CH3:51])([CH3:49])[CH3:48])[C:54]4[CH:63]=[CH:62][C:61]([OH:64])=[C:60]5[C:55]=4[CH:56]=[CH:57][C:58](=[O:65])[NH:59]5)=[CH:25][C:20]=3[NH:19][C:18]2=[O:28])[CH3:13])[CH2:8][CH2:7]1)=[O:4]. Given the reactants [OH:1][C:2]([C:34]1[S:35][CH:36]=[CH:37][CH:38]=1)([C:29]1[S:30][CH:31]=[CH:32][CH:33]=1)[C:3]([O:5][C@H:6]1[CH2:11][CH2:10][C@H:9]([N:12]([CH2:14][CH2:15][CH2:16][N:17]2[C:21]3[CH:22]=[CH:23][C:24]([CH:26]=O)=[CH:25][C:20]=3[NH:19][C:18]2=[O:28])[CH3:13])[CH2:8][CH2:7]1)=[O:4].C(O)(=O)C.[NH2:43][CH2:44][C@@H:45]([C:54]1[CH:63]=[CH:62][C:61]([OH:64])=[C:60]2[C:55]=1[CH:56]=[CH:57][C:58](=[O:65])[NH:59]2)[O:46][Si:47]([C:50]([CH3:53])([CH3:52])[CH3:51])([CH3:49])[CH3:48].C(N(C(C)C)CC)(C)C.C(O[BH-](OC(=O)C)OC(=O)C)(=O)C.[Na+], predict the reaction product.